Task: Predict the reaction yield, written as a fraction of the theoretical maximum amount of product (1.0 means a 100% yield; for example, 0.34 means a 34% yield).. Dataset: Reaction yield outcomes from USPTO patents with 853,638 reactions (1) The reactants are [Cl:1][C:2]1[CH:7]=[CH:6][C:5]([C:8](=[O:21])[CH2:9][CH2:10][C:11]2[CH:20]=[CH:19][C:14]([C:15]([O:17][CH3:18])=[O:16])=[CH:13][CH:12]=2)=[C:4]([NH:22][C:23]2[CH:28]=[CH:27][CH:26]=[CH:25][CH:24]=2)[CH:3]=1.C1COCC1.C[Si]([N-][Si](C)(C)C)(C)C.[Na+].[O:44]1[CH:48]=[CH:47][N:46]=[C:45]1[C:49](Cl)=O. The catalyst is CN(C=O)C. The product is [CH3:18][O:17][C:15](=[O:16])[C:14]1[CH:19]=[CH:20][C:11]([CH2:10][C:9]2[C:8](=[O:21])[C:5]3[C:4](=[CH:3][C:2]([Cl:1])=[CH:7][CH:6]=3)[N:22]([C:23]3[CH:28]=[CH:27][CH:26]=[CH:25][CH:24]=3)[C:49]=2[C:45]2[O:44][CH:48]=[CH:47][N:46]=2)=[CH:12][CH:13]=1. The yield is 0.0260. (2) The reactants are [F:1][C:2]1[C:3]([N+:14]([O-])=O)=[C:4]([CH2:8][C:9](OCC)=[O:10])[CH:5]=[CH:6][CH:7]=1. The catalyst is [Fe].CC(O)=O. The product is [F:1][C:2]1[CH:7]=[CH:6][CH:5]=[C:4]2[C:3]=1[NH:14][C:9](=[O:10])[CH2:8]2. The yield is 0.580. (3) The product is [Cl:12][C:11]1[C:6]2[N:5]=[N:1][N:17]([C@H:18]3[C@@H:22]4[O:23][C:24]([CH3:26])([CH3:27])[O:25][C@@H:21]4[C@@H:20]([O:28][CH2:29][CH2:30][OH:31])[CH2:19]3)[C:7]=2[N:8]=[C:9]([S:13][CH2:14][CH2:15][CH3:16])[N:10]=1. The reactants are [N:1]([O-])=O.[Na+].[NH2:5][C:6]1[C:7]([NH:17][C@H:18]2[C@@H:22]3[O:23][C:24]([CH3:27])([CH3:26])[O:25][C@@H:21]3[C@@H:20]([O:28][CH2:29][CH2:30][OH:31])[CH2:19]2)=[N:8][C:9]([S:13][CH2:14][CH2:15][CH3:16])=[N:10][C:11]=1[Cl:12].C(O)(=O)C.C(=O)([O-])[O-].[K+].[K+]. The catalyst is O.C1(C)C=CC=CC=1.C(OCC)(=O)C. The yield is 0.450. (4) The reactants are Cl.[NH:2]1[CH2:5][CH:4]([O:6][C:7]2[CH:8]=[CH:9][C:10]([NH:13][C:14]3[C:15](=[O:22])[N:16]([CH3:21])[CH:17]=[C:18]([Br:20])[CH:19]=3)=[N:11][CH:12]=2)[CH2:3]1.C=O.[C:25](O)(=O)C.[BH-](OC(C)=O)(OC(C)=O)OC(C)=O.[Na+]. The catalyst is CO. The product is [Br:20][C:18]1[CH:19]=[C:14]([NH:13][C:10]2[CH:9]=[CH:8][C:7]([O:6][CH:4]3[CH2:5][N:2]([CH3:25])[CH2:3]3)=[CH:12][N:11]=2)[C:15](=[O:22])[N:16]([CH3:21])[CH:17]=1. The yield is 0.800. (5) The reactants are [NH2:1][C:2]1[C:7]([N+:8]([O-])=O)=[C:6]([O:11][C:12]2[C:21]3[C:16](=[CH:17][CH:18]=[CH:19][CH:20]=3)[C:15]([NH:22][C:23](=[O:29])[O:24][C:25]([CH3:28])([CH3:27])[CH3:26])=[CH:14][CH:13]=2)[CH:5]=[CH:4][N:3]=1. The catalyst is CO.C1COCC1. The product is [NH2:1][C:2]1[C:7]([NH2:8])=[C:6]([O:11][C:12]2[C:21]3[C:16](=[CH:17][CH:18]=[CH:19][CH:20]=3)[C:15]([NH:22][C:23](=[O:29])[O:24][C:25]([CH3:27])([CH3:26])[CH3:28])=[CH:14][CH:13]=2)[CH:5]=[CH:4][N:3]=1. The yield is 1.00. (6) The reactants are [NH2:1][CH2:2][CH2:3][SH:4].C[S-](C)[C:7]([S-])=[N:8][C:9](=[O:14])[C:10]([F:13])([F:12])[F:11]. The catalyst is C(O)C. The product is [F:11][C:10]([F:13])([F:12])[C:9]([N:8]=[C:7]1[NH:1][CH2:2][CH2:3][S:4]1)=[O:14]. The yield is 0.510. (7) The reactants are [OH-].[Na+].[C:3]([O:7][C:8]([NH:10][C@H:11]1[C@@H:15]([CH3:16])[CH2:14][N:13]([C:17]2[CH:26]=[C:25]3[C:20]([C:21](=[O:35])[C:22]([C:30]([O:32]CC)=[O:31])=[CH:23][N:24]3[CH:27]3[CH2:29][CH2:28]3)=[CH:19][C:18]=2[F:36])[CH2:12]1)=[O:9])([CH3:6])([CH3:5])[CH3:4].Cl. The catalyst is C(O)C. The product is [C:3]([O:7][C:8]([NH:10][C@H:11]1[C@@H:15]([CH3:16])[CH2:14][N:13]([C:17]2[CH:26]=[C:25]3[C:20]([C:21](=[O:35])[C:22]([C:30]([OH:32])=[O:31])=[CH:23][N:24]3[CH:27]3[CH2:29][CH2:28]3)=[CH:19][C:18]=2[F:36])[CH2:12]1)=[O:9])([CH3:4])([CH3:5])[CH3:6]. The yield is 0.582. (8) The reactants are [NH2:1][C:2]1[S:3][C:4]([C:8]([O:10][CH2:11][CH3:12])=[O:9])=[C:5]([CH3:7])[N:6]=1.[C:13](O[C:13]([O:15][C:16]([CH3:19])([CH3:18])[CH3:17])=[O:14])([O:15][C:16]([CH3:19])([CH3:18])[CH3:17])=[O:14].C(N(CC)CC)C.Cl. The catalyst is O1CCCC1.CN(C1C=CN=CC=1)C. The product is [C:16]([O:15][C:13]([NH:1][C:2]1[S:3][C:4]([C:8]([O:10][CH2:11][CH3:12])=[O:9])=[C:5]([CH3:7])[N:6]=1)=[O:14])([CH3:19])([CH3:18])[CH3:17]. The yield is 0.790. (9) The reactants are [C:1]([NH2:4])(=[S:3])[CH3:2].Br[CH2:6][C:7]([C:9]1[CH:14]=[CH:13][C:12]([O:15][CH3:16])=[CH:11][CH:10]=1)=O. The catalyst is O. The product is [CH3:16][O:15][C:12]1[CH:13]=[CH:14][C:9]([C:7]2[N:4]=[C:1]([CH3:2])[S:3][CH:6]=2)=[CH:10][CH:11]=1. The yield is 0.690. (10) The reactants are [Cl:1][C:2]1[CH:7]=[CH:6][C:5]([NH:8][C:9]2[C:18]3[C:13](=[CH:14][CH:15]=[C:16]([S:19][CH:20]4[CH2:25][CH2:24][O:23][CH2:22][CH2:21]4)[CH:17]=3)[N:12]=[CH:11][CH:10]=2)=[CH:4][C:3]=1[O:26][CH3:27].I(O)(=O)(=O)=[O:29]. The catalyst is [Fe](Cl)(Cl)Cl.O1CCCC1. The product is [Cl:1][C:2]1[CH:7]=[CH:6][C:5]([NH:8][C:9]2[C:18]3[C:13](=[CH:14][CH:15]=[C:16]([S:19]([CH:20]4[CH2:21][CH2:22][O:23][CH2:24][CH2:25]4)=[O:29])[CH:17]=3)[N:12]=[CH:11][CH:10]=2)=[CH:4][C:3]=1[O:26][CH3:27]. The yield is 0.597.